Dataset: Catalyst prediction with 721,799 reactions and 888 catalyst types from USPTO. Task: Predict which catalyst facilitates the given reaction. (1) Reactant: [C:1](=O)([O-])[O-].[K+].[K+].[C:7]([C:9]1[CH:17]=[CH:16][C:12]([C:13]([OH:15])=[O:14])=[C:11]([F:18])[CH:10]=1)#[N:8].IC. Product: [C:7]([C:9]1[CH:17]=[CH:16][C:12]([C:13]([O:15][CH3:1])=[O:14])=[C:11]([F:18])[CH:10]=1)#[N:8]. The catalyst class is: 3. (2) Reactant: Cl[C:2]1[CH:7]=[CH:6][N:5]=[C:4]([C:8]#[N:9])[CH:3]=1.C(=O)([O-])[O-].[K+].[K+].[F:16][C:17]([F:29])([F:28])[C:18]1[CH:19]=[C:20](B(O)O)[CH:21]=[CH:22][C:23]=1[F:24].[Cl-].[NH4+]. Product: [F:29][C:17]([F:16])([F:28])[C:18]1[CH:19]=[C:20]([C:2]2[CH:7]=[CH:6][N:5]=[C:4]([C:8]#[N:9])[CH:3]=2)[CH:21]=[CH:22][C:23]=1[F:24]. The catalyst class is: 12. (3) Reactant: [CH2:1]([O:3][C:4]([C:6]1[CH:10]=[C:9](Br)[S:8][CH:7]=1)=[O:5])[CH3:2].[F:12][C:13]1[CH:18]=[CH:17][C:16](B(O)O)=[CH:15][CH:14]=1.C(=O)([O-])[O-].[K+].[K+].COCCOC.O. Product: [CH2:1]([O:3][C:4]([C:6]1[CH:10]=[C:9]([C:16]2[CH:17]=[CH:18][C:13]([F:12])=[CH:14][CH:15]=2)[S:8][CH:7]=1)=[O:5])[CH3:2]. The catalyst class is: 535. (4) Reactant: [NH2:1][CH2:2][CH2:3][CH2:4][N:5]([C:19]1[CH:24]=[CH:23][CH:22]=[C:21]([Cl:25])[CH:20]=1)[CH:6]1[CH2:11][CH2:10][CH2:9][N:8]([C:12]([O:14][C:15]([CH3:18])([CH3:17])[CH3:16])=[O:13])[CH2:7]1.CCN(CC)CC.Cl[C:34]([O:36][CH3:37])=[O:35].O. Product: [CH3:37][O:36][C:34]([NH:1][CH2:2][CH2:3][CH2:4][N:5]([C:19]1[CH:24]=[CH:23][CH:22]=[C:21]([Cl:25])[CH:20]=1)[CH:6]1[CH2:11][CH2:10][CH2:9][N:8]([C:12]([O:14][C:15]([CH3:16])([CH3:17])[CH3:18])=[O:13])[CH2:7]1)=[O:35].[C:15]([O:14][C:12]([N:8]1[CH2:9][CH2:10][CH2:11][CH2:6][CH2:7]1)=[O:13])([CH3:18])([CH3:16])[CH3:17]. The catalyst class is: 79.